This data is from Forward reaction prediction with 1.9M reactions from USPTO patents (1976-2016). The task is: Predict the product of the given reaction. (1) Given the reactants [Cl:1][S:2]([OH:5])(=O)=[O:3].[CH3:6][O:7][C:8]1[CH:12]=[CH:11][S:10][CH:9]=1.O=P(Cl)(Cl)Cl.P(Cl)(Cl)(Cl)(Cl)Cl, predict the reaction product. The product is: [CH3:6][O:7][C:8]1[CH:12]=[CH:11][S:10][C:9]=1[S:2]([Cl:1])(=[O:5])=[O:3]. (2) Given the reactants [CH3:1][C:2]1([CH3:14])[C:6]([CH3:8])([CH3:7])[O:5][B:4]([C:9]2[CH:10]=[N:11][NH:12][CH:13]=2)[O:3]1.Br[CH:16]1[CH2:21][CH2:20][CH2:19][CH:18]=[CH:17]1.C(=O)([O-])[O-].[Cs+].[Cs+].CN(C=O)C, predict the reaction product. The product is: [CH:21]1([N:12]2[CH:13]=[C:9]([B:4]3[O:5][C:6]([CH3:7])([CH3:8])[C:2]([CH3:14])([CH3:1])[O:3]3)[CH:10]=[N:11]2)[CH2:20][CH2:19][CH2:18][CH:17]=[CH:16]1. (3) Given the reactants [NH2:1][C:2]1[C:3]([OH:9])=[N:4][CH:5]=[C:6]([CH3:8])[CH:7]=1.O=[C:11]1[CH2:16][CH2:15][N:14]([C:17]([O:19][C:20]([CH3:23])([CH3:22])[CH3:21])=[O:18])[CH2:13][CH2:12]1.C(O[BH-](OC(=O)C)OC(=O)C)(=O)C.[Na+].[OH-].[Na+], predict the reaction product. The product is: [OH:9][C:3]1[C:2]([NH:1][CH:11]2[CH2:16][CH2:15][N:14]([C:17]([O:19][C:20]([CH3:23])([CH3:22])[CH3:21])=[O:18])[CH2:13][CH2:12]2)=[CH:7][C:6]([CH3:8])=[CH:5][N:4]=1. (4) Given the reactants Cl[C:2]1[CH:7]=[C:6]([I:8])[CH:5]=[C:4]([Cl:9])[N:3]=1.[F:10][C:11]([F:20])([F:19])[C:12]1[N:17]=[CH:16][C:15]([OH:18])=[CH:14][CH:13]=1.C([O-])([O-])=O.[K+].[K+], predict the reaction product. The product is: [Cl:9][C:4]1[CH:5]=[C:6]([I:8])[CH:7]=[C:2]([O:18][C:15]2[CH:16]=[N:17][C:12]([C:11]([F:20])([F:10])[F:19])=[CH:13][CH:14]=2)[N:3]=1. (5) Given the reactants [CH3:1][C:2](C)([O-:4])[CH3:3].[K+].[C:7]1(C)[CH:12]=CC(S(C[N+]#[C-])(=O)=O)=C[CH:8]=1.[CH2:20](O)[CH3:21], predict the reaction product. The product is: [CH2:20]1[C:1]2([CH2:12][CH2:7][CH2:8][CH2:3][C:2]2=[O:4])[CH2:21]1. (6) The product is: [Br:1][C:2]1[CH:7]=[CH:6][C:5]([NH:8][C:9]2[C:10]([C:19](=[O:24])[CH2:20][O:21][CH2:22][CH3:23])=[CH:11][C:12]3[NH:16][CH:15]=[N:14][C:13]=3[C:17]=2[F:18])=[C:4]([Cl:25])[CH:3]=1. Given the reactants [Br:1][C:2]1[CH:7]=[CH:6][C:5]([NH:8][C:9]2[C:10]([CH:19]([OH:24])[CH2:20][O:21][CH2:22][CH3:23])=[CH:11][C:12]3[NH:16][CH:15]=[N:14][C:13]=3[C:17]=2[F:18])=[C:4]([Cl:25])[CH:3]=1.C([O-])(O)=O.[Na+].O.O.O.O.O.S([O-])([O-])(=O)=S.[Na+].[Na+], predict the reaction product.